This data is from Reaction yield outcomes from USPTO patents with 853,638 reactions. The task is: Predict the reaction yield, written as a fraction of the theoretical maximum amount of product (1.0 means a 100% yield; for example, 0.34 means a 34% yield). (1) The reactants are [CH:1]([C:3]1[CH:11]=[C:7]([C:8]([OH:10])=[O:9])[C:6]([OH:12])=[CH:5][CH:4]=1)=[O:2].[CH2:13](Br)[C:14]1[CH:19]=[CH:18][CH:17]=[CH:16][CH:15]=1.C(=O)([O-])[O-].[K+].[K+]. The catalyst is C(C(C)=O)C. The product is [CH2:13]([O:9][C:8](=[O:10])[C:7]1[CH:11]=[C:3]([CH:1]=[O:2])[CH:4]=[CH:5][C:6]=1[O:12][CH2:1][C:3]1[CH:11]=[CH:7][CH:6]=[CH:5][CH:4]=1)[C:14]1[CH:19]=[CH:18][CH:17]=[CH:16][CH:15]=1. The yield is 0.575. (2) The reactants are C(N(CC)CC)C.[OH:8][C:9]1[C:19]2[CH2:18][CH2:17][N:16]([C:20](=[O:25])[C:21]([F:24])([F:23])[F:22])[CH2:15][CH2:14][C:13]=2[CH:12]=[CH:11][C:10]=1[I:26].[F:27][C:28]([F:41])([F:40])[S:29](O[S:29]([C:28]([F:41])([F:40])[F:27])(=[O:31])=[O:30])(=[O:31])=[O:30]. The catalyst is C(Cl)Cl. The product is [I:26][C:10]1[CH:11]=[CH:12][C:13]2[CH2:14][CH2:15][N:16]([C:20](=[O:25])[C:21]([F:24])([F:22])[F:23])[CH2:17][CH2:18][C:19]=2[C:9]=1[O:8][S:29]([C:28]([F:41])([F:40])[F:27])(=[O:31])=[O:30]. The yield is 0.980. (3) The reactants are [CH2:1]([N:5]1[C:10](=[O:11])[CH2:9][C:8](=[O:12])[N:7]([CH2:13][C:14]2[CH:19]=[CH:18][CH:17]=[CH:16][CH:15]=2)[C:6]1=[O:20])[CH2:2][CH2:3]C.C(N(C(C)C)CC)(C)C.[N:30]([CH2:33][C:34]([O:36]CC)=[O:35])=[C:31]=[O:32]. The catalyst is C(Cl)(Cl)Cl. The product is [OH:11][C:10]1[N:5]([CH2:1][CH2:2][CH3:3])[C:6](=[O:20])[N:7]([CH2:13][C:14]2[CH:15]=[CH:16][CH:17]=[CH:18][CH:19]=2)[C:8](=[O:12])[C:9]=1[C:31]([NH:30][CH2:33][C:34]([OH:36])=[O:35])=[O:32]. The yield is 0.630. (4) The reactants are Br[C:2]1[CH:3]=[CH:4][C:5]2[O:10][CH2:9][CH2:8][N:7]([C:11]3[CH:12]=[N:13][C:14]([O:20][CH3:21])=[C:15]([CH:17]([F:19])[F:18])[CH:16]=3)[C:6]=2[C:22]=1[CH3:23].[OH-:24].[K+]. The catalyst is O.O1CCOCC1.C1C=CC(/C=C/C(/C=C/C2C=CC=CC=2)=O)=CC=1.C1C=CC(/C=C/C(/C=C/C2C=CC=CC=2)=O)=CC=1.C1C=CC(/C=C/C(/C=C/C2C=CC=CC=2)=O)=CC=1.[Pd].[Pd]. The product is [F:18][CH:17]([F:19])[C:15]1[CH:16]=[C:11]([N:7]2[C:6]3[C:22]([CH3:23])=[C:2]([OH:24])[CH:3]=[CH:4][C:5]=3[O:10][CH2:9][CH2:8]2)[CH:12]=[N:13][C:14]=1[O:20][CH3:21]. The yield is 0.520. (5) No catalyst specified. The reactants are Cl[C:2]1[C:7]([CH:8]([CH3:10])[CH3:9])=[C:6]([O:11][CH3:12])[N:5]=[C:4]([O:13][CH3:14])[N:3]=1.[Cl:15][C:16]1[C:23]([CH3:24])=[CH:22][C:19]([C:20]#[N:21])=[CH:18][C:17]=1[CH2:25]C#N.[H-].[Na+].CN(C=[O:34])C. The product is [Cl:15][C:16]1[C:23]([CH3:24])=[CH:22][C:19]([C:20]#[N:21])=[CH:18][C:17]=1[C:25]([C:2]1[C:7]([CH:8]([CH3:10])[CH3:9])=[C:6]([O:11][CH3:12])[N:5]=[C:4]([O:13][CH3:14])[N:3]=1)=[O:34]. The yield is 0.110. (6) The reactants are Br[C:2]1[CH:3]=[C:4]([C:7]([O:9][CH3:10])=[O:8])[S:5][CH:6]=1.C([O-])([O-])=O.[K+].[K+].[CH3:17][N:18]1[C:22](B2OC(C)(C)C(C)(C)O2)=[CH:21][CH:20]=[N:19]1. The catalyst is O1CCOCC1.O.C1C=CC([P]([Pd]([P](C2C=CC=CC=2)(C2C=CC=CC=2)C2C=CC=CC=2)([P](C2C=CC=CC=2)(C2C=CC=CC=2)C2C=CC=CC=2)[P](C2C=CC=CC=2)(C2C=CC=CC=2)C2C=CC=CC=2)(C2C=CC=CC=2)C2C=CC=CC=2)=CC=1. The product is [CH3:17][N:18]1[C:22]([C:2]2[CH:3]=[C:4]([C:7]([O:9][CH3:10])=[O:8])[S:5][CH:6]=2)=[CH:21][CH:20]=[N:19]1. The yield is 0.700. (7) The reactants are Cl.[Br:2][C:3]1[CH:4]=[C:5]2[C:10](=[CH:11][CH:12]=1)[CH2:9][NH:8][CH2:7][CH2:6]2.[C:13](O[C:13]([O:15][C:16]([CH3:19])([CH3:18])[CH3:17])=[O:14])([O:15][C:16]([CH3:19])([CH3:18])[CH3:17])=[O:14].C(N(CC)CC)C. The catalyst is CO. The product is [Br:2][C:3]1[CH:4]=[C:5]2[C:10](=[CH:11][CH:12]=1)[CH2:9][N:8]([C:13]([O:15][C:16]([CH3:19])([CH3:18])[CH3:17])=[O:14])[CH2:7][CH2:6]2. The yield is 0.970. (8) The reactants are O.[OH-].[Li+].C[O:5][C:6](=[O:28])[C:7]1[CH:12]=[CH:11][C:10]([O:13][CH2:14][C:15]2[N:16]([C:21]3[CH:26]=[CH:25][C:24]([F:27])=[CH:23][CH:22]=3)[N:17]=[N:18][C:19]=2[CH3:20])=[N:9][CH:8]=1. The catalyst is O.C1COCC1.CO. The product is [F:27][C:24]1[CH:25]=[CH:26][C:21]([N:16]2[C:15]([CH2:14][O:13][C:10]3[CH:11]=[CH:12][C:7]([C:6]([OH:28])=[O:5])=[CH:8][N:9]=3)=[C:19]([CH3:20])[N:18]=[N:17]2)=[CH:22][CH:23]=1. The yield is 0.970.